Predict the reaction yield, written as a fraction of the theoretical maximum amount of product (1.0 means a 100% yield; for example, 0.34 means a 34% yield). From a dataset of Reaction yield outcomes from USPTO patents with 853,638 reactions. (1) The reactants are Br[C:2]1[CH:3]=[C:4]([C:8]2[CH:13]=[CH:12][C:11]([C:14]#[N:15])=[CH:10][CH:9]=2)[CH:5]=[CH:6][CH:7]=1.[OH:16][C:17]1[CH:18]=[C:19]2[C:24](=[CH:25][CH:26]=1)[CH:23]=[C:22](B(O)O)[CH:21]=[CH:20]2.C(=O)([O-])[O-].[Na+].[Na+].Cl. The catalyst is C1C=CC([P]([Pd]([P](C2C=CC=CC=2)(C2C=CC=CC=2)C2C=CC=CC=2)([P](C2C=CC=CC=2)(C2C=CC=CC=2)C2C=CC=CC=2)[P](C2C=CC=CC=2)(C2C=CC=CC=2)C2C=CC=CC=2)(C2C=CC=CC=2)C2C=CC=CC=2)=CC=1.C1(C)C=CC=CC=1.COCCOC. The product is [C:14]([C:11]1[CH:12]=[CH:13][C:8]([C:4]2[CH:5]=[CH:6][CH:7]=[C:2]([C:22]3[CH:23]=[C:24]4[C:19](=[CH:20][CH:21]=3)[CH:18]=[C:17]([OH:16])[CH:26]=[CH:25]4)[CH:3]=2)=[CH:9][CH:10]=1)#[N:15]. The yield is 0.890. (2) The reactants are [I:1][C:2]1[CH:3]=[CH:4][C:5]([N:8]2[CH2:13][CH2:12][NH:11][CH2:10][CH2:9]2)=[N:6][CH:7]=1.C(N(CC)CC)C.[CH3:21][S:22](Cl)(=[O:24])=[O:23]. The catalyst is C(Cl)Cl. The product is [I:1][C:2]1[CH:3]=[CH:4][C:5]([N:8]2[CH2:9][CH2:10][N:11]([S:22]([CH3:21])(=[O:24])=[O:23])[CH2:12][CH2:13]2)=[N:6][CH:7]=1. The yield is 0.830. (3) The reactants are Cl[C:2]1[CH:7]=[C:6]([NH2:8])[CH:5]=[C:4]([Cl:9])[N:3]=1.[NH:10]1[CH2:15][CH2:14][O:13][CH2:12][CH2:11]1.O1CCOCC1. The catalyst is O. The product is [Cl:9][C:4]1[CH:5]=[C:6]([NH2:8])[CH:7]=[C:2]([N:10]2[CH2:15][CH2:14][O:13][CH2:12][CH2:11]2)[N:3]=1. The yield is 0.878.